The task is: Regression/Classification. Given an antibody's heavy chain and light chain sequences, predict its developability. TAP uses regression for 5 developability metrics; SAbDab uses binary classification.. This data is from Antibody developability classification from SAbDab with 2,409 antibodies. (1) The antibody is ['1vfb', 'PROT_86A8C263']. Result: 0 (not developable). (2) The antibody is ['5tfw', 'SYELTQETGVSVALGRTVTITCRGDSLRSHYASWYQKKPGQAPILLFYGKNNRPSGVPDRFSGSASGNRASLTISGAQAEDDAEYYCSSRDKSGSRLSVFGGGTKLTVL']. Result: 0 (not developable). (3) The antibody is ['QVQLVQSGAEVKKPGSSAKVSCKASRGTLSSYFISWVRQAPGQGLEWLGGITPLLGTANYAQKFQGRVTITADKSTNTAFMQLSSLTSDDTAVYYCAGTVYYDILTGLYTNFHYWGQGTLVTVSS', 'QSVLTQPPSVSVSPGQTASITCSGDNLRDGYASWYQQKPGQSPVLVIYRDDKRPSGIPERFSGSSSGNTAILTLSGAQAMDEADYYCQAWASTTVIFGGGTRLTVL']. Result: 0 (not developable). (4) The antibody is ['QVQLRESGPSLVKPSQTLSLTCTASGFSLSDKAVGWVRQAPGKALEWLGSIDTGGTAGYNPGLKTRLSITKDNSKSQVSLTVSSVATEDSATYYCVTVYQKTTQKKNCPDDYTECYGGACDGTGCCSGSCGGASACRDWWPYRSICSSDNTYTYEFHVDAWGQGLLVTVSS', 'QAVLNQPSSVSGSLGQRVSITCSGSSSNVGNGYVSWYQLIPGSAPRTLIYGDTSRASGVPDRFSGSRSGNTATLTISSLQAEDEADYFCASAEDSSSNAVFGSGTTLTVL']. Result: 1 (developable). (5) The antibody is ['VQLVESGGGVVHPGRSLRLSCAASGFTFGTSIMHWVRQAPGKGMQWVAQISHDESRKFYSDSVKGRFTVSRDNSKNTLFLEMSSLRIEDTAVYYCAKDLSPPYSYAWDIFQYWGQGSLVTVSG', 'DIVMTQSPESLAVSLGERATINCKSSQSVLYSSRSDNKDYLAWYQQKPGQSPKLLIYWASTRESGVPERFTGSGSGTDFTLSISSLQAEDVAVYYCQQYYSSPPTFGGGTKVELK']. Result: 0 (not developable). (6) The antibody is ['QVKLQQSGAELVKPGASVKLSCTASGFNIKDTYMHWVKQRPEQGLEWIGRIDPANGNTKYDPKFQGKATITADTSSNTAYLQLSSLTSEDTAVYYCARWDWYFDVWGQGTTVTVSS', 'DIELTQSPSSMYTSLGERVTITCKASQDINSYLRWFQQKPGKSPKTLIYYATSLADGVPSRFSGSGSGQDYSLTISSLESDDTTTYYCLQHGESPYTFGGGTKLEIK']. Result: 0 (not developable). (7) The antibody is ['QVQLQESGPGLVKPSETLSVTCAVSGVSFSSFWWGWIRQSPGKGLEWIGTIYGSSGRGEYNPSLKSRTTISRDTSKSQISLELTSVTAADTAIYYCSRGLFQPNGFSFTLTSYWFDVWGPGVPVTVSS', 'DIQVTQSPSSLSASVGDTVTISCRTSQSISTWLAWYQVKPGKAPKLLIYTASSLASGVPSRFSGSGSGTDFTLTISSLQSEDFATYYCQQYISLPPTFGLGTKVEIK']. Result: 0 (not developable).